This data is from Experimentally validated miRNA-target interactions with 360,000+ pairs, plus equal number of negative samples. The task is: Binary Classification. Given a miRNA mature sequence and a target amino acid sequence, predict their likelihood of interaction. (1) The miRNA is hsa-miR-362-5p with sequence AAUCCUUGGAACCUAGGUGUGAGU. The protein sequence of the target gene is MQSTTNYLWHTDDLLGQGATASVYKARNKKSGEVVAVKVFNSASYRRPPEVQVREFEVLRRLNHQNIVKLFAVEETGGSRQKVLIMEYCSSGSLLSVLEDPENTFGLSEEEFLVVLRCVVAGMNHLRENGIVHRDIKPGNIMRLVGEEGQSIYKLSDFGAARKLDDDEKFVSVYGTEEYLHPDMYERAVLRKPQQKAFGVTVDLWSIGVTLYHAATGSLPFIPFGGPRRNKEIMYRITTEKPAGAISGTQKQENGPLEWSYSLPITCRLSMGLQNQLVPILANILEVEEDKCWGFDQFFA.... Result: 0 (no interaction). (2) The miRNA is hsa-miR-424-5p with sequence CAGCAGCAAUUCAUGUUUUGAA. The protein sequence of the target gene is MRRDVNGVTKSRFEMFSNSDEAVINKKLPKELLLRIFSFLDVVTLCRCAQVSRAWNVLALDGSNWQRIDLFDFQRDIEGRVVENISKRCGGFLRKLSLRGCLGVGDNALRTFAQNCRNIEVLNLNGCTKTTDATCTSLSKFCSKLRHLDLASCTSITNMSLKALSEGCPLLEQLNISWCDQVTKDGIQALVRGCGGLKALFLKGCTQLEDEALKYIGAHCPELVTLNLQTCLQITDEGLITICRGCHKLQSLCASGCSNITDAILNALGQNCPRLRILEVARCSQLTDVGFTTLARNCHE.... Result: 1 (interaction).